Dataset: Forward reaction prediction with 1.9M reactions from USPTO patents (1976-2016). Task: Predict the product of the given reaction. (1) The product is: [Br:1][C:2]1[C:3]2[O:4][C:5]3[C:6](=[CH:10][CH:11]=[CH:12][CH:13]=3)[C:7](=[O:9])[C:14]=2[CH:15]=[CH:16][CH:17]=1. Given the reactants [Br:1][C:2]1[CH:17]=[CH:16][CH:15]=[CH:14][C:3]=1[O:4][C:5]1[CH:13]=[CH:12][CH:11]=[CH:10][C:6]=1[C:7]([OH:9])=O.FC(F)(F)C(OC(=O)C(F)(F)F)=O.B(F)(F)F.CCOCC.[OH-].[Na+], predict the reaction product. (2) The product is: [CH:20]([N:15]1[C:14]([C:8]2[S:9][C:10]3[CH2:11][CH2:12][O:13][C:4]4[CH:3]=[C:2]([C:31](=[O:32])[CH3:30])[CH:24]=[CH:23][C:5]=4[C:6]=3[N:7]=2)=[N:18][C:17]([CH3:19])=[N:16]1)([CH3:22])[CH3:21]. Given the reactants Br[C:2]1[CH:24]=[CH:23][C:5]2[C:6]3[N:7]=[C:8]([C:14]4[N:15]([CH:20]([CH3:22])[CH3:21])[N:16]=[C:17]([CH3:19])[N:18]=4)[S:9][C:10]=3[CH2:11][CH2:12][O:13][C:4]=2[CH:3]=1.C([Sn](CCCC)(CCCC)[CH:30]=[CH:31][O:32]CC)CCC, predict the reaction product. (3) Given the reactants CCCCCC.[F:7][C:8]1[CH:9]=[N:10][CH:11]=[CH:12][CH:13]=1.[CH3:14][O:15][C:16]([C@H:18]1[CH2:23][CH2:22][C@H:21]([C:24](Cl)=[O:25])[CH2:20][CH2:19]1)=[O:17], predict the reaction product. The product is: [CH3:14][O:15][C:16]([C@H:18]1[CH2:23][CH2:22][C@H:21]([C:24]([C:9]2[C:8]([F:7])=[CH:13][CH:12]=[CH:11][N:10]=2)=[O:25])[CH2:20][CH2:19]1)=[O:17].[CH3:14][O:15][C:16]([C@H:18]1[CH2:23][CH2:22][C@H:21]([C:24]([C:13]2[CH:12]=[CH:11][N:10]=[CH:9][C:8]=2[F:7])=[O:25])[CH2:20][CH2:19]1)=[O:17]. (4) Given the reactants C([N:8]1[CH2:13][CH2:12][CH:11]([N:14]2[CH2:23][C:22]3[C:17](=[C:18]([F:24])[CH:19]=[CH:20][CH:21]=3)[NH:16][C:15]2=[O:25])[CH2:10][CH2:9]1)C1C=CC=CC=1, predict the reaction product. The product is: [F:24][C:18]1[CH:19]=[CH:20][CH:21]=[C:22]2[C:17]=1[NH:16][C:15](=[O:25])[N:14]([CH:11]1[CH2:12][CH2:13][NH:8][CH2:9][CH2:10]1)[CH2:23]2. (5) Given the reactants O.C1(P(C2C=CC=CC=2)C2C=CC=CC=2)C=CC=CC=1.[N:21]([CH:24]([C:26]1[CH:31]=[CH:30][C:29]([Cl:32])=[CH:28][N:27]=1)[CH3:25])=[N+]=[N-].Cl, predict the reaction product. The product is: [Cl:32][C:29]1[CH:30]=[CH:31][C:26]([CH:24]([NH2:21])[CH3:25])=[N:27][CH:28]=1.